Dataset: Reaction yield outcomes from USPTO patents with 853,638 reactions. Task: Predict the reaction yield, written as a fraction of the theoretical maximum amount of product (1.0 means a 100% yield; for example, 0.34 means a 34% yield). (1) The catalyst is C(#N)C. The product is [OH:35][CH2:34][C:27]1[CH:28]=[CH:29][C:30]([N+:31]([O-:33])=[O:32])=[C:25]([NH:2][C@@H:3]2[CH2:4][CH2:5][C@H:6]([C:9]([NH:11][CH:12]([CH3:14])[CH3:13])=[O:10])[CH2:7][CH2:8]2)[CH:26]=1. The reactants are Cl.[NH2:2][C@@H:3]1[CH2:8][CH2:7][C@H:6]([C:9]([NH:11][CH:12]([CH3:14])[CH3:13])=[O:10])[CH2:5][CH2:4]1.CCN(C(C)C)C(C)C.F[C:25]1[CH:26]=[C:27]([CH2:34][OH:35])[CH:28]=[CH:29][C:30]=1[N+:31]([O-:33])=[O:32]. The yield is 0.714. (2) The reactants are Br[C:2]1[C:3]2[CH2:11][CH2:10][CH2:9][CH2:8][C:4]=2[S:5][C:6]=1[CH3:7].FC1(F)OC2C=C(C)C(C3N=C[C:25]([NH:28][C:29](=O)[C:30]4[CH:35]=[CH:34]C=CC=4F)=[N:26]C=3)=CC=2O1.P([O-])([O-])([O-])=O.[K+].[K+].[K+]. The catalyst is O1CCOCC1.C(#N)C.O. The product is [CH3:7][C:6]1[S:5][C:4]2[CH2:8][CH2:9][CH2:10][CH2:11][C:3]=2[C:2]=1[C:30]1[CH:35]=[CH:34][C:25]([NH2:26])=[N:28][CH:29]=1. The yield is 0.660. (3) The reactants are [CH2:1]([N:8]1[C:13](=[O:14])[C:12]2[C:15]([CH3:18])=[N:16][S:17][C:11]=2[N:10]=[C:9]1[CH:19](Br)[CH:20]([CH3:22])[CH3:21])[C:2]1[CH:7]=[CH:6][CH:5]=[CH:4][CH:3]=1.[N-:24]=[N+:25]=[N-:26].[Na+].[Br-]. The catalyst is CN(C=O)C. The product is [N:24]([CH:19]([C:9]1[N:8]([CH2:1][C:2]2[CH:7]=[CH:6][CH:5]=[CH:4][CH:3]=2)[C:13](=[O:14])[C:12]2[C:15]([CH3:18])=[N:16][S:17][C:11]=2[N:10]=1)[CH:20]([CH3:22])[CH3:21])=[N+:25]=[N-:26]. The yield is 0.940.